Task: Predict which catalyst facilitates the given reaction.. Dataset: Catalyst prediction with 721,799 reactions and 888 catalyst types from USPTO (1) Reactant: [NH2:1][C:2]1[S:6][N:5]=[C:4]([CH3:7])[C:3]=1[C:8]([OH:10])=O.S(Cl)(Cl)=O.[Cl:15][C:16]1[CH:17]=[C:18]([CH:20]=[CH:21][C:22]=1[Cl:23])[NH2:19].C(N(CC)CC)C. Product: [NH2:1][C:2]1[S:6][N:5]=[C:4]([CH3:7])[C:3]=1[C:8]([NH:19][C:18]1[CH:20]=[CH:21][C:22]([Cl:23])=[C:16]([Cl:15])[CH:17]=1)=[O:10]. The catalyst class is: 20. (2) Reactant: [NH2:1][C:2](=[N:23][OH:24])[C:3]1[CH:8]=[CH:7][N:6]=[C:5]([N:9]2[CH2:14][CH2:13][N:12]([C:15](=[O:22])[CH2:16][CH2:17][C:18]([CH3:21])([CH3:20])[CH3:19])[CH2:11][CH2:10]2)[CH:4]=1.[CH:25]1([C:28](Cl)=O)[CH2:27][CH2:26]1. Product: [CH3:19][C:18]([CH3:20])([CH3:21])[CH2:17][CH2:16][C:15]([N:12]1[CH2:13][CH2:14][N:9]([C:5]2[CH:4]=[C:3]([C:2]3[N:1]=[C:28]([CH:25]4[CH2:27][CH2:26]4)[O:24][N:23]=3)[CH:8]=[CH:7][N:6]=2)[CH2:10][CH2:11]1)=[O:22]. The catalyst class is: 300. (3) Reactant: [NH:1]1[CH2:5][CH2:4][CH2:3][CH2:2]1.[NH:6]1[CH:10]=[CH:9][N:8]=[N:7]1.[O:11]1[C:15]2([CH2:20][CH2:19][C:18](=O)[CH2:17][CH2:16]2)[O:14][CH2:13][CH2:12]1. Product: [N:1]1([C:18]2([N:6]3[CH:10]=[CH:9][N:8]=[N:7]3)[CH2:19][CH2:20][C:15]3([O:14][CH2:13][CH2:12][O:11]3)[CH2:16][CH2:17]2)[CH2:5][CH2:4][CH2:3][CH2:2]1. The catalyst class is: 11. (4) Reactant: [N:1]1[C:6]2[CH2:7][CH2:8][S:9][C:5]=2C(O)=[N:3][C:2]=1O.CCN(C1C=CC=CC=1)CC.P(Cl)(Cl)([Cl:25])=O.C1COCC1.Cl[CH2:34][Cl:35]. Product: [Cl:25][C:2]1[N:3]=[C:34]([Cl:35])[C:5]2[S:9][CH:8]=[CH:7][C:6]=2[N:1]=1. The catalyst class is: 6. (5) Reactant: [CH:1]1[C:13]2[CH2:12][C:11]3[C:6](=[CH:7][CH:8]=[CH:9][CH:10]=3)[C:5]=2[CH:4]=[CH:3][CH:2]=1.C(N)CN.C1COCC1.[Li]. Product: [CH2:10]1[C:11]2[CH2:12][C:13]3[C:5](=[CH:4][CH:3]=[CH:2][CH:1]=3)[C:6]=2[CH2:7][CH2:8][CH2:9]1. The catalyst class is: 6. (6) Reactant: F[B-](F)(F)F.[C:6]1([C:12]2[CH:17]=[C:16]([C:18]3[CH:23]=[CH:22][CH:21]=[CH:20][CH:19]=3)[CH:15]=[C:14]([C:24]3[CH:29]=[CH:28][CH:27]=[CH:26][CH:25]=3)[O+:13]=2)[CH:11]=[CH:10][CH:9]=[CH:8][CH:7]=1.[C:30]1(=[O:37])[CH2:35][CH2:34][CH2:33][CH2:32][C:31]1=[O:36].C(O)(=O)C.C(N(CC)CC)C. Product: [CH2:17]([C:16]1([C:18]2[CH:23]=[CH:22][CH:21]=[CH:20][CH:19]=2)[CH:15]=[C:14]([C:24]2[CH:25]=[CH:26][CH:27]=[CH:28][CH:29]=2)[C:32]2[CH2:33][CH2:34][CH2:35][C:30](=[O:37])[C:31]=2[O:36]1)[C:12]([C:6]1[CH:11]=[CH:10][CH:9]=[CH:8][CH:7]=1)=[O:13]. The catalyst class is: 5. (7) Reactant: [C:1]([O:5][C:6]([NH:8][CH2:9][C@H:10]1[CH2:15][CH2:14][C@H:13]([C:16]([NH:18][C@@H:19]([CH2:23][C:24]2[CH:29]=[CH:28][C:27]([C:30]3[CH:35]=[CH:34][C:33]([C:36](=[O:51])[NH:37][CH:38]4[CH2:43][CH2:42][N:41]([C:44]([O:46][C:47]([CH3:50])([CH3:49])[CH3:48])=[O:45])[CH2:40][CH2:39]4)=[CH:32][C:31]=3[CH3:52])=[CH:26][CH:25]=2)[C:20](O)=[O:21])=[O:17])[CH2:12][CH2:11]1)=[O:7])([CH3:4])([CH3:3])[CH3:2].[NH2:53][C:54]1[CH:59]=[CH:58][C:57]([C:60]2[NH:64][N:63]=[C:62]([C:65]([F:74])([F:73])[C:66]([F:72])([F:71])[C:67]([NH:69][CH3:70])=[O:68])[N:61]=2)=[CH:56][CH:55]=1.C(P1(=O)OP(=O)(CCC)OP(=O)(CCC)O1)CC. Product: [C:1]([O:5][C:6]([NH:8][CH2:9][C@H:10]1[CH2:15][CH2:14][C@H:13]([C:16]([NH:18][C@H:19]([C:20](=[O:21])[NH:53][C:54]2[CH:55]=[CH:56][C:57]([C:60]3[NH:64][N:63]=[C:62]([C:65]([F:74])([F:73])[C:66]([F:72])([F:71])[C:67]([NH:69][CH3:70])=[O:68])[N:61]=3)=[CH:58][CH:59]=2)[CH2:23][C:24]2[CH:29]=[CH:28][C:27]([C:30]3[CH:35]=[CH:34][C:33]([C:36]([NH:37][CH:38]4[CH2:43][CH2:42][N:41]([C:44]([O:46][C:47]([CH3:49])([CH3:50])[CH3:48])=[O:45])[CH2:40][CH2:39]4)=[O:51])=[CH:32][C:31]=3[CH3:52])=[CH:26][CH:25]=2)=[O:17])[CH2:12][CH2:11]1)=[O:7])([CH3:2])([CH3:3])[CH3:4]. The catalyst class is: 17. (8) Reactant: O=[C:2]([CH2:8][CH2:9][C:10]1[CH:15]=[CH:14][CH:13]=[CH:12][CH:11]=1)[CH2:3][CH2:4][C:5]([OH:7])=[O:6].Cl.[NH2:17][OH:18].C[O-].[Na+].CCOCC. Product: [OH:18][N:17]=[C:2]([CH2:8][CH2:9][C:10]1[CH:15]=[CH:14][CH:13]=[CH:12][CH:11]=1)[CH2:3][CH2:4][C:5]([OH:7])=[O:6]. The catalyst class is: 5.